From a dataset of Full USPTO retrosynthesis dataset with 1.9M reactions from patents (1976-2016). Predict the reactants needed to synthesize the given product. Given the product [O:6]=[C:5]([N:20]1[CH2:19][CH2:18][N:17]([CH2:16][C:14](=[O:15])[N:9]2[CH2:10][CH2:11][CH2:12][CH2:13]2)[CH2:22][CH2:21]1)[CH2:4][CH2:3][CH2:2][C:1]([OH:7])=[O:8], predict the reactants needed to synthesize it. The reactants are: [C:1]1(=[O:8])[O:7][C:5](=[O:6])[CH2:4][CH2:3][CH2:2]1.[N:9]1([C:14]([CH2:16][N:17]2[CH2:22][CH2:21][NH:20][CH2:19][CH2:18]2)=[O:15])[CH2:13][CH2:12][CH2:11][CH2:10]1.